From a dataset of Full USPTO retrosynthesis dataset with 1.9M reactions from patents (1976-2016). Predict the reactants needed to synthesize the given product. (1) Given the product [C:1]([O:5][C:6]([N:8]([CH2:19][CH2:20][C:21]1[CH:26]=[CH:25][C:24]([NH2:27])=[CH:23][CH:22]=1)[CH2:9][C:10]1[CH:15]=[CH:14][C:13]([NH2:16])=[CH:12][CH:11]=1)=[O:7])([CH3:4])([CH3:2])[CH3:3], predict the reactants needed to synthesize it. The reactants are: [C:1]([O:5][C:6]([N:8]([CH2:19][CH2:20][C:21]1[CH:26]=[CH:25][C:24]([N+:27]([O-])=O)=[CH:23][CH:22]=1)[CH2:9][C:10]1[CH:15]=[CH:14][C:13]([N+:16]([O-])=O)=[CH:12][CH:11]=1)=[O:7])([CH3:4])([CH3:3])[CH3:2].[H][H]. (2) Given the product [CH2:3]([N:10]1[CH2:24][CH:13]2[C:14]3[CH:15]=[C:16]([O:22][CH3:23])[CH:17]=[CH:18][C:19]=3[CH:20]([OH:21])[CH:12]2[CH2:11]1)[C:4]1[CH:5]=[CH:6][CH:7]=[CH:8][CH:9]=1, predict the reactants needed to synthesize it. The reactants are: [BH4-].[Na+].[CH2:3]([N:10]1[CH2:24][CH:13]2[C:14]3[CH:15]=[C:16]([O:22][CH3:23])[CH:17]=[CH:18][C:19]=3[C:20](=[O:21])[CH:12]2[CH2:11]1)[C:4]1[CH:9]=[CH:8][CH:7]=[CH:6][CH:5]=1. (3) Given the product [Br:4][C:5]1[C:14]([N:15]([CH2:1][CH3:2])[CH:16]2[CH2:21][CH2:20][O:19][CH2:18][CH2:17]2)=[CH:13][CH:12]=[CH:11][C:6]=1[C:7]([O:9][CH3:10])=[O:8], predict the reactants needed to synthesize it. The reactants are: [CH:1](=O)[CH3:2].[Br:4][C:5]1[C:14]([NH:15][CH:16]2[CH2:21][CH2:20][O:19][CH2:18][CH2:17]2)=[CH:13][CH:12]=[CH:11][C:6]=1[C:7]([O:9][CH3:10])=[O:8].[BH-](OC(C)=O)(OC(C)=O)OC(C)=O.[Na+].CC(O)=O. (4) Given the product [ClH:1].[Cl:1][C:2]1[S:6][C:5](/[CH:7]=[CH:8]/[S:9]([N:12]([C@H:13]2[CH2:17][CH2:16][N:15]([C:18]3[CH:19]=[CH:20][C:21]4[CH2:27][NH:26][CH2:25][CH2:24][CH2:23][C:22]=4[CH:35]=3)[C:14]2=[O:36])[CH2:37][C:38]([O:40][CH:41]([CH3:42])[CH3:43])=[O:39])(=[O:11])=[O:10])=[CH:4][CH:3]=1, predict the reactants needed to synthesize it. The reactants are: [Cl:1][C:2]1[S:6][C:5](/[CH:7]=[CH:8]/[S:9]([N:12]([CH2:37][C:38]([O:40][CH:41]([CH3:43])[CH3:42])=[O:39])[C@H:13]2[CH2:17][CH2:16][N:15]([C:18]3[CH:19]=[CH:20][C:21]4[CH2:27][N:26](C(OC(C)(C)C)=O)[CH2:25][CH2:24][CH2:23][C:22]=4[CH:35]=3)[C:14]2=[O:36])(=[O:11])=[O:10])=[CH:4][CH:3]=1.Cl. (5) The reactants are: [Si]([O:8][CH:9]([C:22]1[O:23][C:24]([C:27]2[N:36]=[CH:35][CH:34]=[CH:33][C:28]=2[C:29]([O:31][CH3:32])=[O:30])=[CH:25][N:26]=1)[CH2:10][CH2:11][CH2:12][CH2:13][CH2:14][CH2:15][C:16]1[CH:21]=[CH:20][CH:19]=[CH:18][CH:17]=1)(C(C)(C)C)(C)C. Given the product [C:16]1([CH2:15][CH2:14][CH2:13][CH2:12][CH2:11][CH2:10][C:9]([C:22]2[O:23][C:24]([C:27]3[N:36]=[CH:35][CH:34]=[CH:33][C:28]=3[C:29]([O:31][CH3:32])=[O:30])=[CH:25][N:26]=2)=[O:8])[CH:21]=[CH:20][CH:19]=[CH:18][CH:17]=1, predict the reactants needed to synthesize it. (6) Given the product [ClH:23].[ClH:23].[ClH:23].[F:19][CH2:18][CH2:17][N:14]1[CH2:15][CH2:16][N:11]([CH:9]2[CH2:10][CH2:5][NH:6][CH2:7][CH2:8]2)[CH2:12][CH2:13]1, predict the reactants needed to synthesize it. The reactants are: CC([CH:5]1[CH2:10][CH:9]([N:11]2[CH2:16][CH2:15][N:14]([CH2:17][CH2:18][F:19])[CH2:13][CH2:12]2)[CH2:8][CH2:7][N:6]1C([O-])=O)(C)C.[ClH:23]. (7) The reactants are: [N+:1]([C:4]1[CH:12]=[CH:11][C:10]([N:13]2[CH2:18][CH2:17][CH2:16][CH2:15][CH2:14]2)=[CH:9][C:5]=1[C:6]([NH2:8])=[O:7])([O-])=O. Given the product [NH2:1][C:4]1[CH:12]=[CH:11][C:10]([N:13]2[CH2:18][CH2:17][CH2:16][CH2:15][CH2:14]2)=[CH:9][C:5]=1[C:6]([NH2:8])=[O:7], predict the reactants needed to synthesize it.